Dataset: TCR-epitope binding with 47,182 pairs between 192 epitopes and 23,139 TCRs. Task: Binary Classification. Given a T-cell receptor sequence (or CDR3 region) and an epitope sequence, predict whether binding occurs between them. (1) The epitope is AVFDRKSDAK. The TCR CDR3 sequence is CASSDGTSLYNEQFF. Result: 1 (the TCR binds to the epitope). (2) The epitope is GTSGSPIIDK. The TCR CDR3 sequence is CASSQELADTEAFF. Result: 0 (the TCR does not bind to the epitope). (3) The epitope is EHPTFTSQYRIQGKL. The TCR CDR3 sequence is CASSYGPDGYTF. Result: 0 (the TCR does not bind to the epitope). (4) The epitope is EILDITPCSF. The TCR CDR3 sequence is CASSLNGFRGDTEAFF. Result: 0 (the TCR does not bind to the epitope). (5) The epitope is IQYIDIGNY. The TCR CDR3 sequence is CASSRDFSTDTQYF. Result: 0 (the TCR does not bind to the epitope). (6) The epitope is ELAGIGILTV. The TCR CDR3 sequence is CSVEGRNYGYTF. Result: 1 (the TCR binds to the epitope).